Dataset: Forward reaction prediction with 1.9M reactions from USPTO patents (1976-2016). Task: Predict the product of the given reaction. (1) Given the reactants Cl.Cl.[N:3]1[CH:8]=[CH:7][CH:6]=[N:5][C:4]=1[N:9]1[CH2:14][CH2:13][NH:12][CH2:11][CH2:10]1.Cl[CH:16]([C:18]1[CH:23]=[CH:22][C:21]([C:24]([NH:27][C:28](=[O:30])[CH3:29])([CH3:26])[CH3:25])=[CH:20][CH:19]=1)[CH3:17], predict the reaction product. The product is: [N:3]1[CH:8]=[CH:7][CH:6]=[N:5][C:4]=1[N:9]1[CH2:14][CH2:13][N:12]([CH:16]([C:18]2[CH:23]=[CH:22][C:21]([C:24]([NH:27][C:28](=[O:30])[CH3:29])([CH3:26])[CH3:25])=[CH:20][CH:19]=2)[CH3:17])[CH2:11][CH2:10]1. (2) Given the reactants [F:1][C:2]1[CH:3]=[C:4]([C@H:10]([NH:13][S@](C(C)(C)C)=O)[CH2:11][CH3:12])[CH:5]=[CH:6][C:7]=1[O:8][CH3:9].[ClH:20].CO, predict the reaction product. The product is: [ClH:20].[F:1][C:2]1[CH:3]=[C:4]([C@H:10]([NH2:13])[CH2:11][CH3:12])[CH:5]=[CH:6][C:7]=1[O:8][CH3:9]. (3) Given the reactants [NH:1]1[C:9]2[C:4](=[CH:5][CH:6]=[CH:7][CH:8]=2)[C:3]([C:10]([OH:12])=[O:11])=[CH:2]1.C([Li])CCC.[C:18]1([S:24](Cl)(=[O:26])=[O:25])[CH:23]=[CH:22][CH:21]=[CH:20][CH:19]=1.O, predict the reaction product. The product is: [C:18]1([S:24]([N:1]2[C:9]3[C:4](=[CH:5][CH:6]=[CH:7][CH:8]=3)[C:3]([C:10]([OH:12])=[O:11])=[CH:2]2)(=[O:26])=[O:25])[CH:23]=[CH:22][CH:21]=[CH:20][CH:19]=1. (4) The product is: [CH:1]1([NH:4][C:5](=[O:22])[CH:7]([OH:6])[C@@H:8]([NH:12][C:13](=[O:19])[O:14][C:15]([CH3:18])([CH3:17])[CH3:16])[CH2:9][CH2:10][CH3:11])[CH2:3][CH2:2]1. Given the reactants [CH:1]1([N+:4]#[C-:5])[CH2:3][CH2:2]1.[O:6]=[CH:7][C@@H:8]([NH:12][C:13](=[O:19])[O:14][C:15]([CH3:18])([CH3:17])[CH3:16])[CH2:9][CH2:10][CH3:11].C(O)(=[O:22])C, predict the reaction product. (5) Given the reactants [F:1][C:2]1[CH:3]=[C:4]([CH:14]=[CH:15][CH:16]=1)[CH2:5][O:6][C:7]1[CH:12]=[CH:11][C:10]([NH2:13])=[CH:9][CH:8]=1.CC1(C)[O:25][C:24](=O)[C:21]2([CH2:23][CH2:22]2)[C:20](=[O:27])[O:19]1.C(OCC)C, predict the reaction product. The product is: [F:1][C:2]1[CH:3]=[C:4]([CH:14]=[CH:15][CH:16]=1)[CH2:5][O:6][C:7]1[CH:12]=[CH:11][C:10]([N:13]2[CH2:23][CH2:22][CH:21]([C:20]([OH:27])=[O:19])[C:24]2=[O:25])=[CH:9][CH:8]=1. (6) Given the reactants [CH2:1]1[C:4]2([CH2:9][CH2:8][NH:7][CH2:6][CH2:5]2)[CH2:3][N:2]1[C:10]([O:12][C:13]([CH3:16])([CH3:15])[CH3:14])=[O:11].C(N(CC)CC)C.[Br:24][CH2:25][C:26](Cl)=[O:27], predict the reaction product. The product is: [Br:24][CH2:25][C:26]([N:7]1[CH2:6][CH2:5][C:4]2([CH2:3][N:2]([C:10]([O:12][C:13]([CH3:16])([CH3:15])[CH3:14])=[O:11])[CH2:1]2)[CH2:9][CH2:8]1)=[O:27]. (7) Given the reactants [Br:1][Si](C)(C)C.[CH3:6][O:7][CH2:8][CH2:9][O:10][C:11]1[CH:12]=[CH:13][CH:14]=[C:15]2[C:20]=1[CH:19]=[C:18]([CH2:21]O)[CH:17]=[CH:16]2, predict the reaction product. The product is: [Br:1][CH2:21][C:18]1[CH:19]=[C:20]2[C:15]([CH:14]=[CH:13][CH:12]=[C:11]2[O:10][CH2:9][CH2:8][O:7][CH3:6])=[CH:16][CH:17]=1. (8) Given the reactants [CH3:1]C(C)([O-])C.[K+].[C:7]([O:17][C:18]([CH3:21])(C)C)(=[O:16])[CH2:8][C:9]([O:11][C:12]([CH3:15])([CH3:14])[CH3:13])=[O:10].ClCC1([C:27]2[CH:32]=[CH:31][CH:30]=[CH:29][CH:28]=2)CO1.CCCCCC, predict the reaction product. The product is: [C:12]([O:11][C:9]([C@:8]12[CH2:1][C@@:21]1([C:27]1[CH:32]=[CH:31][CH:30]=[CH:29][CH:28]=1)[CH2:18][O:17][C:7]2=[O:16])=[O:10])([CH3:13])([CH3:14])[CH3:15]. (9) Given the reactants [F:1][C:2]1[CH:10]=[C:9]([C:11]2[CH:12]=[N:13][N:14]([CH3:16])[CH:15]=2)[CH:8]=[C:7]2[C:3]=1[CH:4]=[CH:5][NH:6]2.[BH3-]C#N.[Na+], predict the reaction product. The product is: [F:1][C:2]1[CH:10]=[C:9]([C:11]2[CH:12]=[N:13][N:14]([CH3:16])[CH:15]=2)[CH:8]=[C:7]2[C:3]=1[CH2:4][CH2:5][NH:6]2.